Dataset: Human Reference Interactome with 51,813 positive PPI pairs across 8,248 proteins, plus equal number of experimentally-validated negative pairs. Task: Binary Classification. Given two protein amino acid sequences, predict whether they physically interact or not. (1) Protein 1 (ENSG00000174740) has sequence MGSGEPNPAGKKKKYLKAALYVGDLDPDVTEDMLYKKFRPAGPLRFTRICRDPVTRSPLGYGYVNFRFPADAEWALNTMNFDLINGKPFRLMWSQPDDRLRKSGVGNIFIKNLDKSIDNRALFYLFSAFGNILSCKVVCDDNGSKGYAYVHFDSLAAANRAIWHMNGVRLNNRQVYVGRFKFPEERAAEVRTRDRATFTNVFVKNIGDDIDDEKLKELFCEYGPTESVKVIRDASGKSKGFGFVRYETHEAAQKAVLDLHGKSIDGKVLYVGRAQKKIERLAELRRRFERLRLKEKSRPP.... Protein 2 (ENSG00000081189) has sequence MGRKKIQITRIMDERNRQVTFTKRKFGLMKKAYELSVLCDCEIALIIFNSTNKLFQYASTDMDKVLLKYTEYNEPHESRTNSDIVETLRKKGLNGCDSPDPDADDSALNKKENKGCESPDPDSSYALTPRTEEKYKKINEEFDNMIKSHKIPAVPPPNFEMPVSIPVSSHNSLVYSNPVSSLGNPNLLPLAHPSLQRNSMSPGVTHRPPSAGNTGGLMGGDLTSGAGTSAGNGYGNPRNSPGLLVSPGNLNKNMQAKSPPPMNLGMNNRKPDLRVLIPPGSKNTMPSVNQRINNSQSAQS.... Result: 0 (the proteins do not interact). (2) Protein 1 (ENSG00000112531) has sequence MVGEMETKEKPKPTPDYLMQLMNDKKLMSSLPNFCGIFNHLERLLDEEISRVRKDMYNDTLNGSTEKRSAELPDAVGPIVQLQEKLYVPVKEYPDFNFVGRILGPRGLTAKQLEAETGCKIMVRGKGSMRDKKKEEQNRGKPNWEHLNEDLHVLITVEDAQNRAEIKLKRAVEEVKKLLVPAAEGEDSLKKMQLMELAILNGTYRDANIKSPALAFSLAATAQAAPRIITGPAPVLPPAALRTPTPAGPTIMPLIRQIQTAVMPNGTPHPTAAIVPPGPEAGLIYTPYEYPYTLAPATSI.... Protein 2 (ENSG00000169840) has sequence MPRSFLVDSLVLREAGEKKAPEGSPPPLFPYAVPPPHALHGLSPGACHARKAGLLCVCPLCVTASQLHGPPGPPALPLLKASFPPFGSQYCHAPLGRQHSAVSPGVAHGPAAAAAAAALYQTSYPLPDPRQFHCISVDSSSNQLPSSKRMRTAFTSTQLLELEREFASNMYLSRLRRIEIATYLNLSEKQVKIWFQNRRVKHKKEGKGSNHRGGGGGGAGGGGSAPQGCKCASLSSAKCSEDDDELPMSPSSSGKDDRDLTVTP*. Result: 0 (the proteins do not interact). (3) Protein 1 (ENSG00000240694) has sequence MALALLEDWCRIMSVDEQKSLMVTGIPADFEEAEIQEVLQETLKSLGRYRLLGKIFRKQENANAVLLELLEDTDVSAIPSEVQGKGGVWKVIFKTPNQDTEFLERLNLFLEKEGQTVSGMFRALGQEGVSPATVPCISPELLAHLLGQAMAHAPQPLLPMRYRKLRVFSGSAVPAPEEESFEVWLEQATEIVKEWPVTEAEKKRWLAESLRGPALDLMHIVQADNPSISVEECLEAFKQVFGSLESRRTAQVRYLKTYQEEGEKVSAYVLRLETLLRRAVEKRAIPRRIADQVRLEQVMA.... Protein 2 (ENSG00000169093) has sequence MVLCPVIGKLLHKRVVLASASPRRQEILSNAGLRFEVVPSKFKEKLDKASFATPYGYAMETAKQKALEVANRLYQKDLRAPDVVIGADTIVTVGGLILEKPVDKQDAYRMLSRLSGREHSVFTGVAIVHCSSKDHQLDTRVSEFYEETKVKFSELSEELLWEYVHSGEPMDKAGGYGIQALGGMLVESVHGDFLNVVGFPLNHFCKQLVKLYYPPRPEDLRRSVKHDSIPAADTFEDLSDVEGGGSEPTQRDAGSRDEKAEAGEAGQATAEAECHRTRETLPPFPTRLLELIEGFMLSKG.... Result: 0 (the proteins do not interact).